Dataset: Reaction yield outcomes from USPTO patents with 853,638 reactions. Task: Predict the reaction yield, written as a fraction of the theoretical maximum amount of product (1.0 means a 100% yield; for example, 0.34 means a 34% yield). (1) The catalyst is CC(C)=O.CCOC(C)=O. The reactants are [Cl:1][C:2]1[CH:3]=[C:4]([OH:9])[CH:5]=[CH:6][C:7]=1[Cl:8].[Br:10][C:11]1[CH:12]=[CH:13][C:14]([CH2:19]Br)=[C:15]([CH:18]=1)[C:16]#[N:17].C(=O)([O-])[O-].[K+].[K+]. The product is [Br:10][C:11]1[CH:12]=[CH:13][C:14]([CH2:19][O:9][C:4]2[CH:5]=[CH:6][C:7]([Cl:8])=[C:2]([Cl:1])[CH:3]=2)=[C:15]([CH:18]=1)[C:16]#[N:17]. The yield is 0.950. (2) The reactants are [F:1][C:2]([F:21])([F:20])[C:3]1[CH:4]=[C:5]([CH:17]=[CH:18][CH:19]=1)[O:6][C:7]1[CH:8]=[C:9]([CH:14]=[CH:15][CH:16]=1)[C:10](OC)=[O:11].O.[NH2:23][NH2:24]. The catalyst is C(O)C. The product is [F:1][C:2]([F:21])([F:20])[C:3]1[CH:4]=[C:5]([CH:17]=[CH:18][CH:19]=1)[O:6][C:7]1[CH:16]=[CH:15][CH:14]=[C:9]([C:10]([NH:23][NH2:24])=[O:11])[CH:8]=1. The yield is 0.950. (3) The reactants are [CH2:1]([NH:3][C:4]([NH:6][C:7]1[CH:12]=[CH:11][C:10](NC2N=C(N[C:10]3[CH:11]=[CH:12][C:7]([NH:6][C:4]([NH:3][CH2:1][CH3:2])=[O:5])=[CH:8][CH:9]=3)C(F)=CN=2)=[CH:9][CH:8]=1)=[O:5])[CH3:2].[NH2:34]C1C=CC=C(N)C=1.C(N=C=O)C.C(=O)([O-])[O-].[K+].[K+]. No catalyst specified. The product is [CH2:1]([NH:3][C:4]([NH:6][C:7]1[CH:12]=[C:11]([CH:10]=[CH:9][CH:8]=1)[NH2:34])=[O:5])[CH3:2]. The yield is 0.830. (4) The reactants are [C:1](=[O:19])([O:17][CH3:18])[O:2][C:3]1[CH:8]=[CH:7][C:6]([F:9])=[CH:5][C:4]=1[C:10]1([CH3:16])[CH2:15][CH2:14][CH2:13][CH2:12][CH2:11]1.[N+:20]([O-])([O-:22])=[O:21].[K+]. The catalyst is S(=O)(=O)(O)O. The product is [C:1](=[O:19])([O:17][CH3:18])[O:2][C:3]1[CH:8]=[C:7]([N+:20]([O-:22])=[O:21])[C:6]([F:9])=[CH:5][C:4]=1[C:10]1([CH3:16])[CH2:15][CH2:14][CH2:13][CH2:12][CH2:11]1. The yield is 0.810. (5) The reactants are [Cl:1][C:2]1[CH:7]=[CH:6][C:5]([C:8]([C:10]2[CH:19]=[CH:18][CH:17]=[CH:16][C:11]=2[C:12]([O:14]C)=[O:13])=[CH2:9])=[CH:4][C:3]=1[N+:20]([O-:22])=[O:21]. The catalyst is CO.[OH-].[Na+]. The product is [Cl:1][C:2]1[CH:7]=[CH:6][C:5]([C:8]([C:10]2[CH:19]=[CH:18][CH:17]=[CH:16][C:11]=2[C:12]([OH:14])=[O:13])=[CH2:9])=[CH:4][C:3]=1[N+:20]([O-:22])=[O:21]. The yield is 0.900.